From a dataset of Reaction yield outcomes from USPTO patents with 853,638 reactions. Predict the reaction yield, written as a fraction of the theoretical maximum amount of product (1.0 means a 100% yield; for example, 0.34 means a 34% yield). (1) The reactants are C(O[CH:4]=[C:5]([C:11](=O)[C:12]([F:15])([F:14])[F:13])[C:6]([O:8][CH2:9][CH3:10])=[O:7])C.[CH3:17][NH:18][NH2:19].C(OCC)(=O)C.CCCCCCC. The catalyst is C(O)C.ClCCl. The product is [CH3:17][N:18]1[C:11]([C:12]([F:15])([F:14])[F:13])=[C:5]([C:6]([O:8][CH2:9][CH3:10])=[O:7])[CH:4]=[N:19]1. The yield is 0.620. (2) No catalyst specified. The yield is 0.860. The product is [C:22]([C:24]1[CH:29]=[CH:28][C:27]([C:2]#[C:1][C:3]2[CH:4]=[N:5][CH:6]=[C:7]([CH:20]=2)[C:8]([N:10]=[S@@:11]([CH3:19])(=[O:18])[C:12]2[CH:13]=[CH:14][CH:15]=[CH:16][CH:17]=2)=[O:9])=[CH:26][CH:25]=1)(=[O:23])[CH3:21]. The reactants are [C:1]([C:3]1[CH:4]=[N:5][CH:6]=[C:7]([CH:20]=1)[C:8]([N:10]=[S@@:11]([CH3:19])(=[O:18])[C:12]1[CH:17]=[CH:16][CH:15]=[CH:14][CH:13]=1)=[O:9])#[CH:2].[CH3:21][C:22]([C:24]1[CH:29]=[CH:28][C:27](I)=[CH:26][CH:25]=1)=[O:23]. (3) The reactants are [NH2:1][C:2]1[CH:11]=[C:10]([Cl:12])[C:9](Br)=[CH:8][C:3]=1[C:4]([O:6][CH3:7])=[O:5].[Cl:14][C:15]1[CH:20]=[CH:19][CH:18]=[CH:17][C:16]=1B(O)O.C([O-])([O-])=O.[Na+].[Na+]. The catalyst is O1CCOCC1.O.C1C=CC([P]([Pd]([P](C2C=CC=CC=2)(C2C=CC=CC=2)C2C=CC=CC=2)([P](C2C=CC=CC=2)(C2C=CC=CC=2)C2C=CC=CC=2)[P](C2C=CC=CC=2)(C2C=CC=CC=2)C2C=CC=CC=2)(C2C=CC=CC=2)C2C=CC=CC=2)=CC=1. The product is [NH2:1][C:2]1[CH:11]=[C:10]([Cl:12])[C:9]([C:16]2[CH:17]=[CH:18][CH:19]=[CH:20][C:15]=2[Cl:14])=[CH:8][C:3]=1[C:4]([O:6][CH3:7])=[O:5]. The yield is 0.910. (4) The reactants are CS(C1C=CC(C2C=CC(C(=C3CC(C)(C)CC(C)(C)C3)C3C=CC(O)=CC=3)=CC=2)=CC=1)(=O)=O.Br[C:36]1[CH:41]=[CH:40][C:39]([C:42](=[C:50]2[CH2:55][C:54]([CH3:57])([CH3:56])[CH2:53][C:52]([CH3:59])([CH3:58])[CH2:51]2)[C:43]2[CH:48]=[CH:47][C:46]([OH:49])=[CH:45][CH:44]=2)=[CH:38][CH:37]=1.[C:60]([C:62]1[CH:67]=[CH:66][C:65](B(O)O)=[CH:64][C:63]=1[F:71])#[N:61].C([O-])([O-])=O.[Na+].[Na+]. The catalyst is Cl[Pd](Cl)([P](C1C=CC=CC=1)(C1C=CC=CC=1)C1C=CC=CC=1)[P](C1C=CC=CC=1)(C1C=CC=CC=1)C1C=CC=CC=1.O.C1COCC1. The product is [F:71][C:63]1[CH:64]=[C:65]([C:36]2[CH:41]=[CH:40][C:39]([C:42]([C:43]3[CH:44]=[CH:45][C:46]([OH:49])=[CH:47][CH:48]=3)=[C:50]3[CH2:51][C:52]([CH3:59])([CH3:58])[CH2:53][C:54]([CH3:56])([CH3:57])[CH2:55]3)=[CH:38][CH:37]=2)[CH:66]=[CH:67][C:62]=1[C:60]#[N:61]. The yield is 0.720.